From a dataset of Forward reaction prediction with 1.9M reactions from USPTO patents (1976-2016). Predict the product of the given reaction. Given the reactants [C:1]([C:3]1[N:8]=[CH:7][C:6]([NH:9][C:10](=O)[CH2:11][CH2:12][CH2:13][CH2:14][CH2:15][NH:16][C:17](=[O:23])[O:18][C:19]([CH3:22])([CH3:21])[CH3:20])=[CH:5][CH:4]=1)#[N:2].[C:25]([C:27]1[CH:32]=[CH:31][CH:30]=[CH:29][N:28]=1)#[N:26].[OH2:33].[NH2:34][NH2:35].[S], predict the reaction product. The product is: [O:33]=[C:10]([NH:9][C:6]1[CH:7]=[N:8][C:3]([C:1]2[NH:34][NH:35][C:25]([C:27]3[CH:32]=[CH:31][CH:30]=[CH:29][N:28]=3)=[N:26][N:2]=2)=[CH:4][CH:5]=1)[CH2:11][CH2:12][CH2:13][CH2:14][CH2:15][NH:16][C:17](=[O:23])[O:18][C:19]([CH3:22])([CH3:21])[CH3:20].